Predict the reactants needed to synthesize the given product. From a dataset of Full USPTO retrosynthesis dataset with 1.9M reactions from patents (1976-2016). (1) Given the product [C:1]([O:4][CH2:5][C@H:6]1[O:10][C@@H:9]([N:11]2[C:20]3[N:19]=[CH:18][N:17]=[C:15]([NH2:16])[C:14]=3[N:13]=[CH:12]2)[CH2:8][CH2:7]1)(=[O:3])[CH3:2], predict the reactants needed to synthesize it. The reactants are: [C:1]([O:4][CH2:5][C@H:6]1[O:10][C@@H:9]([N:11]2[C:20]3[N:19]=[CH:18][N:17]=[C:15]([NH2:16])[C:14]=3[N:13]=[CH:12]2)[CH:8]=[CH:7]1)(=[O:3])[CH3:2].[H][H]. (2) The reactants are: [Cl:1][C:2]1[C:3]([Cl:16])=[CH:4][C:5]2[C:6]3[CH2:15][CH2:14][NH:13][CH2:12][CH2:11][C:7]=3[NH:8][C:9]=2[CH:10]=1. Given the product [Cl:1][C:2]1[C:3]([Cl:16])=[CH:4][C:5]2[C@@H:6]3[CH2:15][CH2:14][NH:13][CH2:12][CH2:11][C@@H:7]3[NH:8][C:9]=2[CH:10]=1, predict the reactants needed to synthesize it. (3) Given the product [CH:1]1([CH:7]([NH:24][C:25]2[CH:26]=[CH:27][C:28]([C:29]([N:35]([CH3:34])[CH2:36][CH2:37][C:38]([OH:40])=[O:39])=[O:30])=[CH:32][CH:33]=2)[C:8]2[S:9][C:10]([C:14]3[CH:19]=[CH:18][C:17]([C:20]([F:22])([F:23])[F:21])=[CH:16][CH:15]=3)=[CH:11][C:12]=2[CH3:13])[CH2:6][CH2:5][CH2:4][CH2:3][CH2:2]1, predict the reactants needed to synthesize it. The reactants are: [CH:1]1([CH:7]([NH:24][C:25]2[CH:33]=[CH:32][C:28]([C:29](O)=[O:30])=[CH:27][CH:26]=2)[C:8]2[S:9][C:10]([C:14]3[CH:19]=[CH:18][C:17]([C:20]([F:23])([F:22])[F:21])=[CH:16][CH:15]=3)=[CH:11][C:12]=2[CH3:13])[CH2:6][CH2:5][CH2:4][CH2:3][CH2:2]1.[CH3:34][NH:35][CH2:36][CH2:37][C:38]([O:40]CC)=[O:39].Cl.C(N=C=NCCCN(C)C)C.O.OC1C2N=NNC=2C=CC=1. (4) Given the product [CH3:46][Si:43]([CH3:44])([CH3:45])[CH2:42][CH2:41][O:40][CH2:39][N:7]([CH2:6][O:5][CH2:4][CH2:3][Si:2]([CH3:48])([CH3:1])[CH3:47])[C:8]1[N:13]2[N:14]=[CH:15][C:16]([C:17]3[CH:18]=[N:19][C:20]4[C:25]([CH:26]=3)=[CH:24][CH:23]=[CH:22][CH:21]=4)=[C:12]2[N:11]=[C:10]([CH:27]2[CH2:32][CH2:31][CH:30]([CH2:33][C:34]#[N:55])[CH2:29]2)[CH:9]=1, predict the reactants needed to synthesize it. The reactants are: [CH3:1][Si:2]([CH3:48])([CH3:47])[CH2:3][CH2:4][O:5][CH2:6][N:7]([CH2:39][O:40][CH2:41][CH2:42][Si:43]([CH3:46])([CH3:45])[CH3:44])[C:8]1[N:13]2[N:14]=[CH:15][C:16]([C:17]3[CH:18]=[N:19][C:20]4[C:25]([CH:26]=3)=[CH:24][CH:23]=[CH:22][CH:21]=4)=[C:12]2[N:11]=[C:10]([CH:27]2[CH2:32][CH2:31][CH:30]([CH2:33][C:34](OCC)=O)[CH2:29]C2)[CH:9]=1.C[Si](C)(C)CCOC[N:55](COCC[Si](C)(C)C)C1N2N=CC(I)=C2N=C(C2CCC(CC#N)C2)C=1.C[Si](C)(C)CCOCN(COCC[Si](C)(C)C)C1N2N=CC(I)=C2N=C(C2CCC(CC(OCC)=O)CC2)C=1. (5) Given the product [CH2:1]([O:3][C:4](=[O:27])[CH2:5][CH:6]([C:11]1[CH:16]=[CH:15][C:14]([F:18])=[C:13]([N:19]=[N:20][N:21]2[CH2:22][CH2:23][CH2:24][CH2:25]2)[C:12]=1[F:26])[CH2:7][NH2:8])[CH3:2], predict the reactants needed to synthesize it. The reactants are: [CH2:1]([O:3][C:4](=[O:27])[CH2:5][CH:6]([C:11]1[C:16](Br)=[CH:15][C:14]([F:18])=[C:13]([N:19]=[N:20][N:21]2[CH2:25][CH2:24][CH2:23][CH2:22]2)[C:12]=1[F:26])[CH2:7][N+:8]([O-])=O)[CH3:2]. (6) Given the product [C:1]([O:5][C:6]([N:8]([CH3:42])[C@H:9]([C:19]([NH:21][C@H:22]([C:26]([N:28]([C@H:30]([CH:39]([CH3:41])[CH3:40])/[CH:31]=[C:32](/[C:33]([OH:35])=[O:34])\[CH3:38])[CH3:29])=[O:27])[C@H:23]([CH3:25])[OH:24])=[O:20])[C:10]([CH3:18])([CH3:17])[C:11]1[CH:16]=[CH:15][CH:14]=[CH:13][CH:12]=1)=[O:7])([CH3:2])([CH3:3])[CH3:4], predict the reactants needed to synthesize it. The reactants are: [C:1]([O:5][C:6]([N:8]([CH3:42])[C@H:9]([C:19]([NH:21][C@H:22]([C:26]([N:28]([C@H:30]([CH:39]([CH3:41])[CH3:40])/[CH:31]=[C:32](\[CH3:38])/[C:33]([O:35]CC)=[O:34])[CH3:29])=[O:27])[C@H:23]([CH3:25])[OH:24])=[O:20])[C:10]([CH3:18])([CH3:17])[C:11]1[CH:16]=[CH:15][CH:14]=[CH:13][CH:12]=1)=[O:7])([CH3:4])([CH3:3])[CH3:2].O.[OH-].[Li+]. (7) Given the product [O:17]1[C:26]2[CH:25]=[C:24]([CH2:27][N:28]([CH:36]3[CH2:41][CH2:40][N:39]([CH2:14][CH2:13][N:10]4[C:11]5[C:6](=[N:5][CH:4]=[C:3]([O:2][CH3:1])[CH:12]=5)[CH:7]=[CH:8][C:9]4=[O:16])[CH2:38][CH2:37]3)[C:29](=[O:35])[O:30][C:31]([CH3:34])([CH3:33])[CH3:32])[N:23]=[CH:22][C:21]=2[O:20][CH2:19][CH2:18]1, predict the reactants needed to synthesize it. The reactants are: [CH3:1][O:2][C:3]1[CH:12]=[C:11]2[C:6]([CH:7]=[CH:8][C:9](=[O:16])[N:10]2[CH2:13][CH:14]=O)=[N:5][CH:4]=1.[O:17]1[C:26]2[CH:25]=[C:24]([CH2:27][N:28]([CH:36]3[CH2:41][CH2:40][NH:39][CH2:38][CH2:37]3)[C:29](=[O:35])[O:30][C:31]([CH3:34])([CH3:33])[CH3:32])[N:23]=[CH:22][C:21]=2[O:20][CH2:19][CH2:18]1.[BH-](OC(C)=O)(OC(C)=O)OC(C)=O.[Na+].C([O-])(O)=O.[Na+]. (8) Given the product [Cl:1][C:2]1[C:7]([CH:8]=[O:9])=[CH:6][N:5]=[C:4]([Cl:12])[CH:3]=1, predict the reactants needed to synthesize it. The reactants are: [Cl:1][C:2]1[C:7]([C:8](OC)=[O:9])=[CH:6][N:5]=[C:4]([Cl:12])[CH:3]=1.[H-].C([Al+]CC(C)C)C(C)C. (9) Given the product [C:14]([O:13][C:11]([N:8]1[CH2:9][CH2:10][C:5]([C:3]#[N:4])([C:18]([OH:20])=[O:19])[CH2:6][CH2:7]1)=[O:12])([CH3:17])([CH3:15])[CH3:16], predict the reactants needed to synthesize it. The reactants are: [OH-].[Li+].[C:3]([C:5]1([C:18]([O:20]CC)=[O:19])[CH2:10][CH2:9][N:8]([C:11]([O:13][C:14]([CH3:17])([CH3:16])[CH3:15])=[O:12])[CH2:7][CH2:6]1)#[N:4].